This data is from Forward reaction prediction with 1.9M reactions from USPTO patents (1976-2016). The task is: Predict the product of the given reaction. (1) Given the reactants [CH2:1]([O:8][C:9]1[CH:14]=[C:13]([CH3:15])[C:12](Br)=[CH:11][N:10]=1)[C:2]1[CH:7]=[CH:6][CH:5]=[CH:4][CH:3]=1.C1(C)C=CC=CC=1P(C1C=CC=CC=1C)C1C=CC=CC=1C.C(N(C(C)C)CC)(C)C.[C:48]([O:52][CH2:53][CH3:54])(=[O:51])[CH:49]=[CH2:50], predict the reaction product. The product is: [CH2:53]([O:52][C:48](=[O:51])[CH:49]=[CH:50][C:12]1[CH:11]=[N:10][C:9]([O:8][CH2:1][C:2]2[CH:7]=[CH:6][CH:5]=[CH:4][CH:3]=2)=[CH:14][C:13]=1[CH3:15])[CH3:54]. (2) Given the reactants [N:1]([O-])=O.[Na+].[Cl:5][C:6]1[N:11]=[C:10]([NH:12][CH3:13])[C:9]([NH2:14])=[CH:8][CH:7]=1.[OH-].[Na+], predict the reaction product. The product is: [Cl:5][C:6]1[N:11]=[C:10]2[N:12]([CH3:13])[N:1]=[N:14][C:9]2=[CH:8][CH:7]=1.